From a dataset of Full USPTO retrosynthesis dataset with 1.9M reactions from patents (1976-2016). Predict the reactants needed to synthesize the given product. (1) Given the product [Br:8][C:3]1[CH:4]=[CH:5][C:6]([O:7][Si:14]([C:17]([CH3:20])([CH3:19])[CH3:18])([CH3:16])[CH3:15])=[CH:1][CH:2]=1, predict the reactants needed to synthesize it. The reactants are: [CH:1]1[C:6]([OH:7])=[CH:5][CH:4]=[C:3]([Br:8])[CH:2]=1.N1C=CN=C1.[Si:14](Cl)([C:17]([CH3:20])([CH3:19])[CH3:18])([CH3:16])[CH3:15].[NH4+].[Cl-]. (2) Given the product [Cl:1][C:2]1[CH:3]=[CH:4][C:5]([S:8]([N:11]([CH2:19][C:20]2[CH:21]=[CH:22][C:23]([C:24]([NH:26][C:27]([CH3:32])([CH3:33])[C:28]([OH:30])=[O:29])=[O:25])=[CH:34][CH:35]=2)[CH:12]2[CH2:17][CH2:16][CH2:15][CH2:14][CH:13]2[CH3:18])(=[O:9])=[O:10])=[CH:6][CH:7]=1, predict the reactants needed to synthesize it. The reactants are: [Cl:1][C:2]1[CH:7]=[CH:6][C:5]([S:8]([N:11]([CH2:19][C:20]2[CH:35]=[CH:34][C:23]([C:24]([NH:26][C:27]([CH3:33])([CH3:32])[C:28]([O:30]C)=[O:29])=[O:25])=[CH:22][CH:21]=2)[CH:12]2[CH2:17][CH2:16][CH2:15][CH2:14][CH:13]2[CH3:18])(=[O:10])=[O:9])=[CH:4][CH:3]=1.O.[OH-].[Li+]. (3) Given the product [F:1][C:2]1[CH:9]=[C:8]([NH:10][C:11]2[CH:20]=[CH:19][C:18]3[C:17]4[C:21]5[NH:28][CH2:27][C@@H:26]([CH3:29])[NH:25][C:24](=[O:30])[C:22]=5[S:23][C:16]=4[CH:15]=[CH:14][C:13]=3[N:12]=2)[C:5]([C:6]([NH2:7])=[O:31])=[CH:4][N:3]=1, predict the reactants needed to synthesize it. The reactants are: [F:1][C:2]1[CH:9]=[C:8]([NH:10][C:11]2[CH:20]=[CH:19][C:18]3[C:17]4[C:21]5[NH:28][CH2:27][C@@H:26]([CH3:29])[NH:25][C:24](=[O:30])[C:22]=5[S:23][C:16]=4[CH:15]=[CH:14][C:13]=3[N:12]=2)[C:5]([C:6]#[N:7])=[CH:4][N:3]=1.[OH:31]S(O)(=O)=O. (4) Given the product [F:15][C:16]1[CH:21]=[C:20]([CH:19]=[CH:18][C:17]=1[C:2]1[CH:10]=[C:9]([C:11]([F:14])([F:13])[F:12])[CH:8]=[C:7]2[C:3]=1[CH:4]=[N:5][NH:6]2)[C:22]([O:24][CH3:25])=[O:23], predict the reactants needed to synthesize it. The reactants are: Br[C:2]1[CH:10]=[C:9]([C:11]([F:14])([F:13])[F:12])[CH:8]=[C:7]2[C:3]=1[CH:4]=[N:5][NH:6]2.[F:15][C:16]1[CH:21]=[C:20]([C:22]([O:24][CH3:25])=[O:23])[CH:19]=[CH:18][C:17]=1B(O)O. (5) Given the product [CH3:1][CH:2]1[CH2:3][CH2:4][N:5]([C:8]([C:10]2[CH:18]=[CH:17][C:16]3[N:15]([S:19]([CH3:22])(=[O:20])=[O:21])[C:14]4[CH2:23][CH2:24][NH:25][CH2:26][C:13]=4[C:12]=3[CH:11]=2)=[O:9])[CH2:6][CH2:7]1.[ClH:34], predict the reactants needed to synthesize it. The reactants are: [CH3:1][CH:2]1[CH2:7][CH2:6][N:5]([C:8]([C:10]2[CH:18]=[CH:17][C:16]3[N:15]([S:19]([CH3:22])(=[O:21])=[O:20])[C:14]4[CH2:23][CH2:24][N:25](C(OC(C)(C)C)=O)[CH2:26][C:13]=4[C:12]=3[CH:11]=2)=[O:9])[CH2:4][CH2:3]1.[ClH:34]. (6) Given the product [Cl:3][C:4]1[C:12]2[N:11]=[C:10]3[N:13]([C:17]4[CH:22]=[CH:21][C:20]([Cl:23])=[CH:19][C:18]=4[Cl:24])[CH2:14][CH2:15][CH2:16][N:9]3[C:8]=2[C:7]([CH2:25][OH:26])=[CH:6][CH:5]=1, predict the reactants needed to synthesize it. The reactants are: [BH4-].[Li+].[Cl:3][C:4]1[CH:5]=[CH:6][C:7]([C:25](OC)=[O:26])=[C:8]2[C:12]=1[N:11]=[C:10]1[N:13]([C:17]3[CH:22]=[CH:21][C:20]([Cl:23])=[CH:19][C:18]=3[Cl:24])[CH2:14][CH2:15][CH2:16][N:9]21.